Task: Predict the reactants needed to synthesize the given product.. Dataset: Full USPTO retrosynthesis dataset with 1.9M reactions from patents (1976-2016) (1) Given the product [CH3:44][CH:43]([CH:40]1[NH:39][C:38](=[S:50])[NH:37][C:41]1=[O:42])[C:25]1[CH:26]=[CH:27][CH:28]=[CH:29][CH:30]=1, predict the reactants needed to synthesize it. The reactants are: [C:25]1(P([C:25]2[CH:30]=[CH:29][CH:28]=[CH:27][CH:26]=2)CCCCP([C:25]2[CH:30]=[CH:29][CH:28]=[CH:27][CH:26]=2)[C:25]2[CH:30]=[CH:29][CH:28]=[CH:27][CH:26]=2)[CH:30]=[CH:29][CH:28]=[CH:27][CH:26]=1.C[Mg]Cl.C([N:37]1[C:41](=[O:42])[C:40](=[CH:43][C:44]2C=CC=CC=2)[NH:39][C:38]1=[S:50])C=C. (2) Given the product [OH:34][CH2:33][CH2:35][NH:36][C:4](=[O:5])[CH2:3][S:7](=[O:8])([C:27]1[CH:28]=[CH:29][CH:30]=[CH:31][CH:32]=1)=[N:9][C:10](=[O:11])[C:12]1[CH:17]=[C:16]([C:18]#[C:19][C:20]2[CH:25]=[CH:24][CH:23]=[C:22]([OH:26])[CH:21]=2)[CH:15]=[N:14][CH:13]=1, predict the reactants needed to synthesize it. The reactants are: C([C@H:3]([S:7]([C:27]1[CH:32]=[CH:31][CH:30]=[CH:29][CH:28]=1)(=[N:9][C:10]([C:12]1[CH:13]=[N:14][CH:15]=[C:16]([C:18]#[C:19][C:20]2[CH:25]=[CH:24][CH:23]=[C:22]([OH:26])[CH:21]=2)[CH:17]=1)=[O:11])=[O:8])[C:4]([O-])=[O:5])C.[CH2:33]([CH2:35][NH2:36])[OH:34]. (3) Given the product [F:15][C:8]1[CH:7]=[C:6]2[C:11]([C:2](=[O:20])[NH:3][CH:4]=[N:5]2)=[CH:10][CH:9]=1, predict the reactants needed to synthesize it. The reactants are: Cl[C:2]1[C:11]2[C:6](=[CH:7][C:8]([F:15])=[C:9]([N+]([O-])=O)[CH:10]=2)[N:5]=[CH:4][N:3]=1.NC1C=C(F)C=CC=1C(O)=[O:20].C(N)=N.C(O)(=O)C. (4) Given the product [F:33][C:34]([F:54])([F:53])[S:35]([O:21][C:20]1[C@@:13]2([CH3:22])[CH2:12][C:11]3[CH:10]=[N:9][N:8]([C:5]4[CH:6]=[CH:7][C:2]([F:1])=[CH:3][CH:4]=4)[C:16]=3[CH:15]=[C:14]2[CH2:17][CH2:18][CH:19]=1)(=[O:37])=[O:36], predict the reactants needed to synthesize it. The reactants are: [F:1][C:2]1[CH:7]=[CH:6][C:5]([N:8]2[C:16]3[CH:15]=[C:14]4[CH2:17][CH2:18][CH2:19][C:20](=[O:21])[C@@:13]4([CH3:22])[CH2:12][C:11]=3[CH:10]=[N:9]2)=[CH:4][CH:3]=1.C[Si](C)(C)[N-][Si](C)(C)C.[K+].[F:33][C:34]([F:54])([F:53])[S:35](N(C1C=CC(Cl)=CN=1)[S:35]([C:34]([F:54])([F:53])[F:33])(=[O:37])=[O:36])(=[O:37])=[O:36]. (5) Given the product [Cl:1][C:2]1[CH:3]=[C:4]([NH:9][C:10]2[C:19]3[C:14](=[CH:15][CH:16]=[C:17]([NH:20][CH2:21][C:22]4[N:23]([CH2:27][C:28]([NH:30][CH:31]5[CH2:36][CH2:35][NH:34][CH2:33][CH2:32]5)=[O:29])[CH:24]=[CH:25][N:26]=4)[CH:18]=3)[N:13]=[CH:12][C:11]=2[C:44]#[N:45])[CH:5]=[CH:6][C:7]=1[F:8], predict the reactants needed to synthesize it. The reactants are: [Cl:1][C:2]1[CH:3]=[C:4]([NH:9][C:10]2[C:19]3[C:14](=[CH:15][CH:16]=[C:17]([NH:20][CH2:21][C:22]4[N:23]([CH2:27][C:28]([NH:30][CH:31]5[CH2:36][CH2:35][N:34](C(OC(C)(C)C)=O)[CH2:33][CH2:32]5)=[O:29])[CH:24]=[CH:25][N:26]=4)[CH:18]=3)[N:13]=[CH:12][C:11]=2[C:44]#[N:45])[CH:5]=[CH:6][C:7]=1[F:8].FC(F)(F)C(O)=O. (6) Given the product [C:20]([N:10]1[C:11]2[C:16](=[CH:15][C:14]([C:17]([OH:19])=[O:18])=[CH:13][CH:12]=2)[C:8]([C:5]2[CH:4]=[CH:3][C:2]([F:1])=[CH:7][CH:6]=2)=[N:9]1)(=[O:22])[CH3:21], predict the reactants needed to synthesize it. The reactants are: [F:1][C:2]1[CH:7]=[CH:6][C:5]([C:8]2[C:16]3[C:11](=[CH:12][CH:13]=[C:14]([C:17]([OH:19])=[O:18])[CH:15]=3)[NH:10][N:9]=2)=[CH:4][CH:3]=1.[C:20](O)(=[O:22])[CH3:21].C(OC(=O)C)(=O)C. (7) The reactants are: Cl([O-])=O.[Na+].P([O-])(O)(O)=[O:6].[Na+].CC(=CC)C.[C:16]([O:20][C:21]([N:23]1[CH2:26][CH:25]([O:27][C:28]2[CH:33]=[C:32]([F:34])[CH:31]=[CH:30][C:29]=2[CH:35]=[O:36])[CH2:24]1)=[O:22])([CH3:19])([CH3:18])[CH3:17]. Given the product [C:16]([O:20][C:21]([N:23]1[CH2:26][CH:25]([O:27][C:28]2[CH:33]=[C:32]([F:34])[CH:31]=[CH:30][C:29]=2[C:35]([OH:6])=[O:36])[CH2:24]1)=[O:22])([CH3:19])([CH3:17])[CH3:18], predict the reactants needed to synthesize it.